From a dataset of Reaction yield outcomes from USPTO patents with 853,638 reactions. Predict the reaction yield, written as a fraction of the theoretical maximum amount of product (1.0 means a 100% yield; for example, 0.34 means a 34% yield). (1) The reactants are [F:1][C:2]([F:39])([F:38])[CH2:3][CH2:4][CH:5]([NH:22][C:23]1[CH:37]=[CH:36][C:26]([C:27]([NH:29][CH2:30][CH2:31][C:32]([O:34]C)=[O:33])=[O:28])=[CH:25][N:24]=1)[C:6]1[CH:11]=[CH:10][C:9]([C:12]2[CH:17]=[CH:16][C:15]([C:18]([F:21])([F:20])[F:19])=[CH:14][CH:13]=2)=[CH:8][CH:7]=1.[OH-].[Na+]. The catalyst is CO. The product is [F:39][C:2]([F:1])([F:38])[CH2:3][CH2:4][CH:5]([NH:22][C:23]1[CH:37]=[CH:36][C:26]([C:27]([NH:29][CH2:30][CH2:31][C:32]([OH:34])=[O:33])=[O:28])=[CH:25][N:24]=1)[C:6]1[CH:7]=[CH:8][C:9]([C:12]2[CH:13]=[CH:14][C:15]([C:18]([F:21])([F:20])[F:19])=[CH:16][CH:17]=2)=[CH:10][CH:11]=1. The yield is 0.640. (2) The reactants are [Br:1][C:2]1[CH:3]=[C:4]2[C:9](O)=[C:8]([C:11]#[N:12])[CH:7]=[N:6][N:5]2[CH:13]=1.O=P(Cl)(Cl)[Cl:16]. No catalyst specified. The product is [Br:1][C:2]1[CH:3]=[C:4]2[C:9]([Cl:16])=[C:8]([C:11]#[N:12])[CH:7]=[N:6][N:5]2[CH:13]=1. The yield is 0.290. (3) The reactants are Br[C:2]1[CH:3]=[C:4]2[C:10]([C:11]([C:13]3[CH:14]=[C:15]([NH:20][C:21]([NH:23][CH2:24][CH2:25][CH2:26][CH3:27])=[O:22])[CH:16]=[CH:17][C:18]=3[F:19])=[O:12])=[CH:9][NH:8][C:5]2=[N:6][CH:7]=1.[N:28]1[CH:33]=[CH:32][CH:31]=[C:30](B(O)O)[CH:29]=1.C(#N)C. The catalyst is C(=O)([O-])[O-].[K+].[K+].O.C1C=CC([P]([Pd]([P](C2C=CC=CC=2)(C2C=CC=CC=2)C2C=CC=CC=2)([P](C2C=CC=CC=2)(C2C=CC=CC=2)C2C=CC=CC=2)[P](C2C=CC=CC=2)(C2C=CC=CC=2)C2C=CC=CC=2)(C2C=CC=CC=2)C2C=CC=CC=2)=CC=1. The product is [CH2:24]([NH:23][C:21]([NH:20][C:15]1[CH:16]=[CH:17][C:18]([F:19])=[C:13]([C:11]([C:10]2[C:4]3[C:5](=[N:6][CH:7]=[C:2]([C:30]4[CH:29]=[N:28][CH:33]=[CH:32][CH:31]=4)[CH:3]=3)[NH:8][CH:9]=2)=[O:12])[CH:14]=1)=[O:22])[CH2:25][CH2:26][CH3:27]. The yield is 0.610. (4) The reactants are [N:1]1[C:10]2[C:5](=[CH:6][CH:7]=[C:8]([NH:11][C:12](=[O:14])[CH3:13])[CH:9]=2)[CH:4]=[CH:3][CH:2]=1.[OH-].[Na+]. No catalyst specified. The product is [N:1]1[C:10]2[CH2:9][CH:8]([NH:11][C:12](=[O:14])[CH3:13])[CH2:7][CH2:6][C:5]=2[CH:4]=[CH:3][CH:2]=1. The yield is 0.250. (5) The yield is 0.530. The catalyst is O1CCCC1. The product is [OH:11][CH2:10][C@H:9]([NH:8][C:6](=[O:7])[O:5][C:1]([CH3:3])([CH3:2])[CH3:4])[C:14]1[CH:15]=[CH:16][C:17]([OH:20])=[CH:18][CH:19]=1. The reactants are [C:1]([O:5][C:6]([NH:8][C@H:9]([C:14]1[CH:19]=[CH:18][C:17]([OH:20])=[CH:16][CH:15]=1)[C:10](OC)=[O:11])=[O:7])([CH3:4])([CH3:3])[CH3:2].[H-].[H-].[H-].[H-].[Al+3].[Li+].